Dataset: Full USPTO retrosynthesis dataset with 1.9M reactions from patents (1976-2016). Task: Predict the reactants needed to synthesize the given product. (1) Given the product [NH2:9][C:4]1[C:3]([F:10])=[C:2]([N:19]2[CH2:20][CH2:21][C:16]3([C:12](=[O:11])[NH:13][CH2:14][CH2:15]3)[CH2:17][CH2:18]2)[C:7]([Cl:8])=[CH:6][N:5]=1, predict the reactants needed to synthesize it. The reactants are: Cl[C:2]1[C:7]([Cl:8])=[CH:6][N:5]=[C:4]([NH2:9])[C:3]=1[F:10].[O:11]=[C:12]1[C:16]2([CH2:21][CH2:20][N:19](C(OC(C)(C)C)=O)[CH2:18][CH2:17]2)[CH2:15][CH2:14][NH:13]1.C(N(CC)CC)C. (2) The reactants are: [F:1][C:2]1[CH:21]=[CH:20][C:5]([O:6][C:7]2[N:15]=[CH:14][C:13]([C:16]([F:19])([F:18])[F:17])=[CH:12][C:8]=2[C:9]([OH:11])=O)=[CH:4][CH:3]=1.Cl.[NH2:23][CH2:24][C:25]1[CH:34]=[CH:33][C:28]([C:29]([O:31]C)=[O:30])=[CH:27][CH:26]=1. Given the product [F:1][C:2]1[CH:3]=[CH:4][C:5]([O:6][C:7]2[C:8]([C:9]([NH:23][CH2:24][C:25]3[CH:26]=[CH:27][C:28]([C:29]([OH:31])=[O:30])=[CH:33][CH:34]=3)=[O:11])=[CH:12][C:13]([C:16]([F:17])([F:19])[F:18])=[CH:14][N:15]=2)=[CH:20][CH:21]=1, predict the reactants needed to synthesize it. (3) The reactants are: [CH3:1][O:2][C:3]([C@@H:5]1[CH2:9][CH2:8][C@@H:7]([NH:10]C(OC(C)(C)C)=O)[CH2:6]1)=[O:4].[F:18][C:19]([F:24])([F:23])[C:20]([OH:22])=[O:21].N[C@@H]1CC[C@@H](C(N)=O)C1. Given the product [F:18][C:19]([F:24])([F:23])[C:20]([OH:22])=[O:21].[CH3:1][O:2][C:3]([C@@H:5]1[CH2:9][CH2:8][C@@H:7]([NH2:10])[CH2:6]1)=[O:4], predict the reactants needed to synthesize it.